Dataset: Catalyst prediction with 721,799 reactions and 888 catalyst types from USPTO. Task: Predict which catalyst facilitates the given reaction. (1) Reactant: [Cl:1][C:2]1[CH:7]=[CH:6][CH:5]=[C:4]([F:8])[C:3]=1[C:9]1[S:10][C:11]2[C:12]([NH:20][C:21]3[CH:26]=[C:25]([CH3:27])[N:24]=[CH:23][N:22]=3)=[N:13][CH:14]=[C:15]([C:18]#N)[C:16]=2[N:17]=1.C(O)=[O:29]. Product: [Cl:1][C:2]1[CH:7]=[CH:6][CH:5]=[C:4]([F:8])[C:3]=1[C:9]1[S:10][C:11]2[C:12]([NH:20][C:21]3[CH:26]=[C:25]([CH3:27])[N:24]=[CH:23][N:22]=3)=[N:13][CH:14]=[C:15]([CH:18]=[O:29])[C:16]=2[N:17]=1. The catalyst class is: 6. (2) Reactant: [C:1]([O:5][C:6](=[O:38])[NH:7][C@:8]12[CH2:34][CH2:33][C@@H:32]([C:35]([CH3:37])=[CH2:36])[C@@H:9]1[C@@H:10]1[C@@:23]([CH3:26])([CH2:24][CH2:25]2)[C@@:22]2([CH3:27])[C@@H:13]([C@:14]3([CH3:31])[C@@H:19]([CH2:20][CH2:21]2)[C:18]([CH3:29])([CH3:28])[C:17](=[O:30])[CH2:16][CH2:15]3)[CH2:12][CH2:11]1)([CH3:4])([CH3:3])[CH3:2].C[Si]([N-][Si](C)(C)C)(C)C.[K+].[F:49][C:50]([F:69])([F:68])[S:51](N(C1C=CC=CC=1)[S:51]([C:50]([F:69])([F:68])[F:49])(=[O:53])=[O:52])(=[O:53])=[O:52]. Product: [F:49][C:50]([F:69])([F:68])[S:51]([O:30][C:17]1[C:18]([CH3:28])([CH3:29])[C@H:19]2[C@:14]([CH3:31])([CH2:15][CH:16]=1)[C@@H:13]1[C@:22]([CH3:27])([C@@:23]3([CH3:26])[C@H:10]([CH2:11][CH2:12]1)[C@H:9]1[C@H:32]([C:35]([CH3:37])=[CH2:36])[CH2:33][CH2:34][C@:8]1([NH:7][C:6]([O:5][C:1]([CH3:2])([CH3:3])[CH3:4])=[O:38])[CH2:25][CH2:24]3)[CH2:21][CH2:20]2)(=[O:53])=[O:52]. The catalyst class is: 1. (3) Reactant: C(OC([CH:8]1[NH:14][CH2:13][C:12]2[CH:15]=[CH:16][C:17]([OH:19])=[CH:18][C:11]=2[CH2:10][CH2:9]1)=O)(C)(C)C.[C:20](=[O:23])([O-:22])[O-].[K+].[K+].[I-].[K+].Br[CH2:29][C:30]1[CH:39]=[CH:38][C:33]([C:34]([O:36][CH3:37])=[O:35])=[CH:32][CH:31]=1. Product: [C:11]([O:22][C:20]([N:14]1[CH2:13][CH2:12][C:15]2[CH:16]=[C:17]([O:19][CH2:29][C:30]3[CH:39]=[CH:38][C:33]([C:34]([O:36][CH3:37])=[O:35])=[CH:32][CH:31]=3)[CH:18]=[CH:11][C:10]=2[CH2:9][CH2:8]1)=[O:23])([CH3:18])([CH3:12])[CH3:10]. The catalyst class is: 131. (4) Reactant: [Cl:1][C:2]1[CH:3]=[C:4]([CH:7]=[C:8]([O:10][C:11]2[CH:16]=[C:15]([OH:17])[CH:14]=[C:13]([Cl:18])[CH:12]=2)[CH:9]=1)[C:5]#[N:6].C(=O)([O-])[O-].[Cs+].[Cs+].Br[CH2:26][C:27]([O:29][C:30]([CH3:33])([CH3:32])[CH3:31])=[O:28]. Product: [C:30]([O:29][C:27](=[O:28])[CH2:26][O:17][C:15]1[CH:16]=[C:11]([O:10][C:8]2[CH:7]=[C:4]([C:5]#[N:6])[CH:3]=[C:2]([Cl:1])[CH:9]=2)[CH:12]=[C:13]([Cl:18])[CH:14]=1)([CH3:33])([CH3:32])[CH3:31]. The catalyst class is: 12. (5) Reactant: [C:1]([O:5][C:6]([NH:8][C:9]1([C:15]([OH:17])=O)[CH2:14][CH2:13][O:12][CH2:11][CH2:10]1)=[O:7])([CH3:4])([CH3:3])[CH3:2].[NH2:18][C@@H:19]([CH2:23][C:24]1[CH:29]=[CH:28][C:27]([C:30]2[CH:35]=[CH:34][C:33]([C:36]#[N:37])=[CH:32][CH:31]=2)=[CH:26][CH:25]=1)[C:20]([NH2:22])=[O:21].C(N(C(C)C)C(C)C)C.CN(C(ON1N=NC2C=CC=CC1=2)=[N+](C)C)C.[B-](F)(F)(F)F. Product: [NH2:22][C:20](=[O:21])[C@@H:19]([NH:18][C:15]([C:9]1([NH:8][C:6](=[O:7])[O:5][C:1]([CH3:2])([CH3:3])[CH3:4])[CH2:10][CH2:11][O:12][CH2:13][CH2:14]1)=[O:17])[CH2:23][C:24]1[CH:25]=[CH:26][C:27]([C:30]2[CH:35]=[CH:34][C:33]([C:36]#[N:37])=[CH:32][CH:31]=2)=[CH:28][CH:29]=1. The catalyst class is: 3. (6) Reactant: C([O:4][C@@H:5]1[C@@H:10]([O:11]C(=O)C)[C@H:9]([O:15]C(=O)C)[C@@H:8]([CH2:19][O:20]C(=O)C)[O:7][C@H:6]1[C:24]1[CH:29]=[CH:28][C:27]([C:30]2[CH:35]=[CH:34][C:33]([C@@H:36]3[C@@H:39]([CH2:40][CH2:41][C@@H:42]([C:44]4[CH:49]=[CH:48][C:47]([F:50])=[CH:46][CH:45]=4)[OH:43])[C:38](=[O:51])[N:37]3[C:52]3[CH:57]=[CH:56][CH:55]=[CH:54][CH:53]=3)=[C:32]([O:58][CH2:59][C:60]3[CH:65]=[CH:64][CH:63]=[CH:62][CH:61]=3)[CH:31]=2)=[CH:26][CH:25]=1)(=O)C.[F-].[K+].O.C(OCC)(=O)C. Product: [CH2:59]([O:58][C:32]1[CH:31]=[C:30]([C:27]2[CH:28]=[CH:29][C:24]([C@@H:6]3[O:7][C@H:8]([CH2:19][OH:20])[C@@H:9]([OH:15])[C@H:10]([OH:11])[C@H:5]3[OH:4])=[CH:25][CH:26]=2)[CH:35]=[CH:34][C:33]=1[C@@H:36]1[C@@H:39]([CH2:40][CH2:41][C@@H:42]([C:44]2[CH:45]=[CH:46][C:47]([F:50])=[CH:48][CH:49]=2)[OH:43])[C:38](=[O:51])[N:37]1[C:52]1[CH:57]=[CH:56][CH:55]=[CH:54][CH:53]=1)[C:60]1[CH:65]=[CH:64][CH:63]=[CH:62][CH:61]=1. The catalyst class is: 5. (7) Reactant: [Cl:1][C:2]1[CH:7]=[CH:6][C:5]([OH:8])=[C:4]([O:9][CH3:10])[CH:3]=1.C(=O)([O-])[O-].[K+].[K+].[F:17][C:18]1[CH:27]=[C:26](F)[C:25]([F:29])=[CH:24][C:19]=1[C:20]([O:22][CH3:23])=[O:21]. Product: [Cl:1][C:2]1[CH:7]=[CH:6][C:5]([O:8][C:26]2[C:25]([F:29])=[CH:24][C:19]([C:20]([O:22][CH3:23])=[O:21])=[C:18]([F:17])[CH:27]=2)=[C:4]([O:9][CH3:10])[CH:3]=1. The catalyst class is: 58.